From a dataset of Forward reaction prediction with 1.9M reactions from USPTO patents (1976-2016). Predict the product of the given reaction. (1) Given the reactants O.Cl[C:3]1[N:8]=[CH:7][C:6]([C:9]([O:11][CH3:12])=[O:10])=[CH:5][N:4]=1.[C:13]([C:17]#[C:18]B(OC(C)C)OC(C)C)([CH3:16])([CH3:15])[CH3:14].C(=O)([O-])[O-].[K+].[K+], predict the reaction product. The product is: [CH3:14][C:13]([CH3:16])([CH3:15])[C:17]#[C:18][C:3]1[N:8]=[CH:7][C:6]([C:9]([O:11][CH3:12])=[O:10])=[CH:5][N:4]=1. (2) The product is: [CH3:23][N:22]([CH3:24])[C:21](=[O:25])[NH:20][C:16]1[CH:15]=[C:14]([C:11]2[CH:12]=[C:13]3[C:8](=[CH:9][CH:10]=2)[N:7]([CH:26]2[CH2:31][CH2:30][CH2:29][CH2:28][O:27]2)[N:6]=[C:5]3[C:3]([OH:1])=[O:4])[CH:19]=[N:18][CH:17]=1. Given the reactants [OH-:1].[Na+].[CH:3]([C:5]1[C:13]2[C:8](=[CH:9][CH:10]=[C:11]([C:14]3[CH:15]=[C:16]([NH:20][C:21](=[O:25])[N:22]([CH3:24])[CH3:23])[CH:17]=[N:18][CH:19]=3)[CH:12]=2)[N:7]([CH:26]2[CH2:31][CH2:30][CH2:29][CH2:28][O:27]2)[N:6]=1)=[O:4], predict the reaction product. (3) Given the reactants [CH2:1]([O:3][C:4]([C:6]1[C:7]2[C:22](=[O:23])[CH:21]([C:24](=O)[CH3:25])[CH2:20][CH2:19][CH2:18][C:8]=2[N:9](C(OC(C)(C)C)=O)[CH:10]=1)=[O:5])[CH3:2].Cl.[NH2:28]O, predict the reaction product. The product is: [CH2:1]([O:3][C:4]([C:6]1[C:7]2[C:22]3[O:23][N:28]=[C:24]([CH3:25])[C:21]=3[CH2:20][CH2:19][CH2:18][C:8]=2[NH:9][CH:10]=1)=[O:5])[CH3:2]. (4) Given the reactants [N:1]([CH2:4][C:5]1[N:10]=[C:9]([CH2:11][N:12]([CH2:23][C:24]2[CH:29]=[CH:28][C:27]([Cl:30])=[CH:26][CH:25]=2)[CH2:13][C:14]([O:16][CH2:17][CH2:18][Si:19]([CH3:22])([CH3:21])[CH3:20])=[O:15])[CH:8]=[CH:7][CH:6]=1)=[N+]=[N-], predict the reaction product. The product is: [NH2:1][CH2:4][C:5]1[N:10]=[C:9]([CH2:11][N:12]([CH2:23][C:24]2[CH:25]=[CH:26][C:27]([Cl:30])=[CH:28][CH:29]=2)[CH2:13][C:14]([O:16][CH2:17][CH2:18][Si:19]([CH3:21])([CH3:22])[CH3:20])=[O:15])[CH:8]=[CH:7][CH:6]=1. (5) Given the reactants [F:1][C:2]1[CH:7]=[CH:6][C:5]([C:8]#[C:9][C:10]2([OH:16])[CH2:15][CH2:14][NH:13][CH2:12][CH2:11]2)=[CH:4][CH:3]=1, predict the reaction product. The product is: [F:1][C:2]1[CH:7]=[CH:6][C:5]([CH2:8][CH2:9][C:10]2([OH:16])[CH2:11][CH2:12][NH:13][CH2:14][CH2:15]2)=[CH:4][CH:3]=1. (6) Given the reactants [Si]([O:8][CH2:9][CH2:10][NH:11][C:12]([C:14]1[N:15]=[C:16]([N:19]2[CH2:22][CH:21]([S:23][C:24]3[C@H:25]([CH3:48])[C@@H:26]4[C@@H:43]([C@H:44]([OH:46])[CH3:45])[C:42](=[O:47])[N:27]4[C:28]=3[C:29]([O:31][CH2:32][C:33]3[CH:38]=[CH:37][C:36]([N+:39]([O-:41])=[O:40])=[CH:35][CH:34]=3)=[O:30])[CH2:20]2)[S:17][CH:18]=1)=[O:13])(C(C)(C)C)(C)C.C(O)(=O)C.[F-].C([N+](CCCC)(CCCC)CCCC)CCC, predict the reaction product. The product is: [OH:8][CH2:9][CH2:10][NH:11][C:12]([C:14]1[N:15]=[C:16]([N:19]2[CH2:20][CH:21]([S:23][C:24]3[C@H:25]([CH3:48])[C@@H:26]4[C@@H:43]([C@H:44]([OH:46])[CH3:45])[C:42](=[O:47])[N:27]4[C:28]=3[C:29]([O:31][CH2:32][C:33]3[CH:38]=[CH:37][C:36]([N+:39]([O-:41])=[O:40])=[CH:35][CH:34]=3)=[O:30])[CH2:22]2)[S:17][CH:18]=1)=[O:13]. (7) Given the reactants [Br:1][C:2]1[N:3]=[C:4]([CH2:21][CH3:22])[C:5]([NH:10][C@@H]2C3C(=CC=CC=3)C[C@@H]2O)=[N:6][C:7]=1[CH2:8][CH3:9].C(C1C(N[CH:34]2[C:43]3[C:38](=[CH:39][CH:40]=[C:41]([O:44][CH3:45])[CH:42]=3)[CH2:37][CH2:36][CH2:35]2)=NC(CC)=CN=1)C, predict the reaction product. The product is: [Br:1][C:2]1[N:3]=[C:4]([CH2:21][CH3:22])[C:5]([NH:10][CH:34]2[C:43]3[C:38](=[CH:39][CH:40]=[C:41]([O:44][CH3:45])[CH:42]=3)[CH2:37][CH2:36][CH2:35]2)=[N:6][C:7]=1[CH2:8][CH3:9]. (8) Given the reactants F[C:2]1[CH:3]=[C:4]([CH:7]=[CH:8][C:9]=1[O:10][CH:11]1[CH2:16][CH2:15][CH2:14][CH2:13][O:12]1)[C:5]#[N:6].[C:17]1([CH:24]=CC=[C:20](O)[CH:19]=1)O.[C:25]([O-:28])([O-])=[O:26].[K+].[K+].[CH3:31]S(C)=O, predict the reaction product. The product is: [OH:12][C:13]1[CH:31]=[C:11]([CH:16]=[CH:15][CH:14]=1)[O:10][C:9]1[CH:8]=[CH:7][C:4]([C:5]#[N:6])=[CH:3][C:2]=1[O:26][CH:25]1[CH2:20][CH2:19][CH2:17][CH2:24][O:28]1. (9) Given the reactants [CH3:1][C:2]([CH3:13])(C1C=CC=CC=1)[CH2:3][C:4](O)=[O:5].C(Cl)(=O)C(C)(C)C.C1(C(C2C=CC=CC=2)C2C=CC=CC=2)C=CC=CC=1.C([Li])CCC.[O:45]1CC[NH:47][C:46]1=O, predict the reaction product. The product is: [CH:2]([C@H:3]1[CH2:4][O:5][C:46](=[O:45])[NH:47]1)([CH3:13])[CH3:1].